This data is from Forward reaction prediction with 1.9M reactions from USPTO patents (1976-2016). The task is: Predict the product of the given reaction. (1) Given the reactants [CH3:1][NH:2][CH3:3].CN(C=O)C.Br[CH2:10][C:11]1[CH:22]=[CH:21][C:14]([C:15]([N:17]([O:19][CH3:20])[CH3:18])=[O:16])=[CH:13][C:12]=1[I:23], predict the reaction product. The product is: [CH3:1][N:2]([CH2:10][C:11]1[CH:22]=[CH:21][C:14]([C:15]([N:17]([O:19][CH3:20])[CH3:18])=[O:16])=[CH:13][C:12]=1[I:23])[CH3:3]. (2) The product is: [CH2:1]([O:3][C:4](=[O:17])[CH2:5][CH2:6][C:7]1[CH:12]=[CH:11][C:10]([O:13][CH2:19][C:20]2[C:21]([CH:36]3[CH2:38][CH2:37]3)=[N:22][C:23]([C:26]3[CH:27]=[CH:28][C:29]([C:32]([F:34])([F:35])[F:33])=[CH:30][CH:31]=3)=[N:24][CH:25]=2)=[C:9]([O:14][CH2:15][CH3:16])[CH:8]=1)[CH3:2]. Given the reactants [CH2:1]([O:3][C:4](=[O:17])[CH2:5][CH2:6][C:7]1[CH:12]=[CH:11][C:10]([OH:13])=[C:9]([O:14][CH2:15][CH3:16])[CH:8]=1)[CH3:2].Cl[CH2:19][C:20]1[C:21]([CH:36]2[CH2:38][CH2:37]2)=[N:22][C:23]([C:26]2[CH:31]=[CH:30][C:29]([C:32]([F:35])([F:34])[F:33])=[CH:28][CH:27]=2)=[N:24][CH:25]=1, predict the reaction product. (3) Given the reactants O1CCCC1.[Cl:6][C:7]1[CH:8]=[C:9]([NH:20][CH:21]2[CH2:26][CH2:25][N:24]([C:27]([O:29][C:30]([CH3:33])([CH3:32])[CH3:31])=[O:28])[CH2:23][CH2:22]2)[C:10]([CH2:13][CH2:14][C:15]([O:17]CC)=O)=[N:11][CH:12]=1.CC(C)([O-])C.[K+], predict the reaction product. The product is: [Cl:6][C:7]1[CH:8]=[C:9]2[C:10]([CH2:13][CH2:14][C:15](=[O:17])[N:20]2[CH:21]2[CH2:22][CH2:23][N:24]([C:27]([O:29][C:30]([CH3:32])([CH3:33])[CH3:31])=[O:28])[CH2:25][CH2:26]2)=[N:11][CH:12]=1. (4) Given the reactants [N+:1]([C:4]1[CH:5]=[C:6]([CH:16]=[CH:17][CH:18]=1)[C:7]([NH:9][C:10]1[CH:15]=[CH:14][N:13]=[CH:12][N:11]=1)=[O:8])([O-])=O, predict the reaction product. The product is: [NH2:1][C:4]1[CH:5]=[C:6]([CH:16]=[CH:17][CH:18]=1)[C:7]([NH:9][C:10]1[CH:15]=[CH:14][N:13]=[CH:12][N:11]=1)=[O:8]. (5) Given the reactants [Cl:1][C:2]1[CH:30]=[CH:29][C:5]([CH2:6][NH:7][C:8]([C:10]2[CH:15]=[CH:14][C:13]([C:16]3[CH:21]=[C:20]([C:22]4[O:23][C:24]([CH3:27])=[N:25][N:26]=4)[CH:19]=[CH:18][C:17]=3[CH3:28])=[CH:12][CH:11]=2)=[O:9])=[CH:4][CH:3]=1.[CH:31]1([CH2:34]Br)[CH2:33][CH2:32]1, predict the reaction product. The product is: [Cl:1][C:2]1[CH:3]=[CH:4][C:5]([CH2:6][N:7]([CH2:34][CH:31]2[CH2:33][CH2:32]2)[C:8]([C:10]2[CH:11]=[CH:12][C:13]([C:16]3[CH:21]=[C:20]([C:22]4[O:23][C:24]([CH3:27])=[N:25][N:26]=4)[CH:19]=[CH:18][C:17]=3[CH3:28])=[CH:14][CH:15]=2)=[O:9])=[CH:29][CH:30]=1. (6) Given the reactants [CH3:1][CH:2]([C:5]1[C:9]([C:10](OCC)=[O:11])=[CH:8][N:7]([C:15]2[CH:20]=[CH:19][C:18]([C:21]([F:24])([F:23])[F:22])=[CH:17][N:16]=2)[N:6]=1)[CH2:3][CH3:4].[H-].C([Al+]CC(C)C)C(C)C.Cl, predict the reaction product. The product is: [CH3:1][CH:2]([C:5]1[C:9]([CH2:10][OH:11])=[CH:8][N:7]([C:15]2[CH:20]=[CH:19][C:18]([C:21]([F:24])([F:22])[F:23])=[CH:17][N:16]=2)[N:6]=1)[CH2:3][CH3:4].